This data is from Peptide-MHC class I binding affinity with 185,985 pairs from IEDB/IMGT. The task is: Regression. Given a peptide amino acid sequence and an MHC pseudo amino acid sequence, predict their binding affinity value. This is MHC class I binding data. (1) The peptide sequence is AMFIGHATA. The MHC is HLA-B57:01 with pseudo-sequence HLA-B57:01. The binding affinity (normalized) is 0.0847. (2) The peptide sequence is EVPAQYLTY. The MHC is HLA-A02:11 with pseudo-sequence HLA-A02:11. The binding affinity (normalized) is 0.0847. (3) The peptide sequence is VFSDGRVAC. The MHC is HLA-B51:01 with pseudo-sequence HLA-B51:01. The binding affinity (normalized) is 0. (4) The peptide sequence is SYMLQGLRK. The MHC is HLA-A68:02 with pseudo-sequence HLA-A68:02. The binding affinity (normalized) is 0.0847. (5) The binding affinity (normalized) is 0.0847. The peptide sequence is ETFNTPAMY. The MHC is HLA-A31:01 with pseudo-sequence HLA-A31:01. (6) The peptide sequence is QFIKPVSDLY. The MHC is HLA-A11:01 with pseudo-sequence HLA-A11:01. The binding affinity (normalized) is 0.0246.